Dataset: Experimentally validated miRNA-target interactions with 360,000+ pairs, plus equal number of negative samples. Task: Binary Classification. Given a miRNA mature sequence and a target amino acid sequence, predict their likelihood of interaction. (1) The miRNA is hsa-miR-3690 with sequence ACCUGGACCCAGCGUAGACAAAG. The protein sequence of the target gene is MAEPRTASPRRLPALRRPGFLPPLLPPPPPPLLLLLLLLPLPAPSLGLGHSAELAFSVEPNDDIANPGQPIVLGCKVEGTPPVQVSWRKNGAELPEGTHTTLLANGSLLIHHFRLEQGGSPSDEGDYECVAQNRFGLLVSRKARLQAATMSDFHVHPQAVTGEEGGVARFQCQIHGLPKPLITWEKNRVPIDTDDERYTLLPKGVLQITGLRAEDSGIFHCVASNIASVRVSHGARLTVSGSGSGTYKEPTILVGPENLTLTVHQTAVLECVATGNPRPIVSWSRLDGRPIGVEGIQVLG.... Result: 0 (no interaction). (2) The miRNA is hsa-miR-1913 with sequence UCUGCCCCCUCCGCUGCUGCCA. The protein sequence of the target gene is MATHGQTCARPMCIPPSYADLGKAARDIFNKGFGFGLVKLDVKTKSCSGVEFSTSGSSNTDTGKVTGTLETKYKWCEYGLTFTEKWNTDNTLGTEIAIEDQICQGLKLTFDTTFSPNTGKKSGKIKSSYKRECINLGCDVDFDFAGPAIHGSAVFGYEGWLAGYQMTFDSAKSKLTRNNFAVGYRTGDFQLHTNVNDGTEFGGSIYQKVCEDLDTSVNLAWTSGTNCTRFGIAAKYQLDPTASISAKVNNSSLIGVGYTQTLRPGVKLTLSALVDGKSINAGGHKVGLALELEA. Result: 1 (interaction). (3) The miRNA is hsa-miR-494-5p with sequence AGGUUGUCCGUGUUGUCUUCUCU. The protein sequence of the target gene is MFGDLFEEEYSTVSNNQYGKGKKLKTKALEPPAPREFTNLSGIRNQGGTCYLNSLLQTLHFTPEFREALFSLGPEELGLFEDKDKPDAKVRIIPLQLQRLFAQLLLLDQEAASTADLTDSFGWTSNEEMRQHDVQELNRILFSALETSLVGTSGHDLIYRLYHGTIVNQIVCKECKNVSERQEDFLDLTVAVKNVSGLEDALWNMYVEEEVFDCDNLYHCGTCDRLVKAAKSAKLRKLPPFLTVSLLRFNFDFVKCERYKETSCYTFPLRINLKPFCEQSELDDLEYIYDLFSVIIHKGG.... Result: 0 (no interaction). (4) The miRNA is hsa-miR-10b-3p with sequence ACAGAUUCGAUUCUAGGGGAAU. Result: 0 (no interaction). The protein sequence of the target gene is MDFSKLPKIRDEDKESTFGYVHGVSGPVVTACDMAGAAMYELVRVGHSELVGEIIRLEGDMATIQVYEETSGVSVGDPVLRTGKPLSVELGPGIMGAIFDGIQRPLSDISSQTQSIYIPRGVNVSALSRDIKWEFIPSKNLRVGSHITGGDIYGIVNENSLIKHKIMLPPRNRGSVTYIAPPGNYDASDVVLELEFEGVKEKFSMVQVWPVRQVRPVTEKLPANHPLLTGQRVLDALFPCVQGGTTAIPGAFGCGKTVISQSLSKYSNSDVIIYVGCGERGNEMSEVLRDFPELTMEVDG.... (5) The miRNA is hsa-miR-3684 with sequence UUAGACCUAGUACACGUCCUU. The protein sequence of the target gene is MVWGKICWFSQRAGWTVFAESQISLSCSLCLHSGDQEAQNPNLVSQLCGVFLQNETNETIHMQMSMAVGQQALPLNIIAPKAVLVSLCGVLLNGTVFWLLCCGATNPYMVYILHLVAADVIYLCCSAVGFLQVTLLTYHGVVFFIPDFLAILSPFSFEVCLCLLVAISTERCVCVLFPIWYRCHRPKYTSNVVCTLIWGLPFCINIVKSLFLTYWKHVKACVIFLKLSGLFHAILSLVMCVSSLTLLIRFLCCSQQQKATRVYAVVQISAPMFLLWALPLSVAPLITDFKMFVTTSYLIS.... Result: 0 (no interaction). (6) The miRNA is hsa-miR-520a-5p with sequence CUCCAGAGGGAAGUACUUUCU. The protein sequence of the target gene is MAFSPWQILSPVQWAKWTWSAVRGGAAGEDEAGGPEGDPEEEDSQAETKSLSFSSDSEGNFETPEAETPIRSPFKESCDPSLGLAGPGAKSQESQEADEQLVAEVVEKCSSKTCSKPSENEVPQQAIDSHSVKNFREEPEHDFSKISIVRPFSIETKDSTDISAVLGTKAAHGCVTAVSGKALPSSPPDALQDEAMTEGSMGVTLEASAEADLKAGNSCPELVPSRRSKLRKPKPVPLRKKAIGGEFSDTNAAVEGTPLPKASYHFSPEELDENTSPLLGDARFQKSPPDLKETPGTLSS.... Result: 1 (interaction). (7) The miRNA is hsa-miR-6895-3p with sequence UGUCUCUCGCCCUUGGCCUUAG. The protein sequence of the target gene is MERKINRREKEKEYEGKHNSLEDTDQGKNCKSTLMTLNVGGYLYITQKQTLTKYPDTFLEGIVNGKILCPFDADGHYFIDRDGLLFRHVLNFLRNGELLLPEGFRENQLLAQEAEFFQLKGLAEEVKSRWEKEQLTPRETTFLEITDNHDRSQGLRIFCNAPDFISKIKSRIVLVSKSRLDGFPEEFSISSNIIQFKYFIKSENGTRLVLKEDNTFVCTLETLKFEAIMMALKCGFRLLTSLDCSKGSIVHSDALHFIK. Result: 0 (no interaction). (8) The miRNA is cel-miR-1832a-3p with sequence UGGGCGGAGCGAAUCGAUGAU. The protein sequence of the target gene is MAEPSGAETRPQIRVTVKTPKDKEEIVICDQASVKEFKEEISRRFKAQQDQLVLIFAGKILKDGDTLSQHGIKDGLTVHLVIKTPQKAQDPVTAAASPPSTPDSASAPSTTPASPAAAPVQPCSSGNTTSDAGSGGGPSPVAAEGPSSATASILSGFGGILGLGSLGLGSANFMELQQQMQRQLMSNPEMLSQIMENPLVQDMMSNPDLMRHMIMANPQMQQLMERNPEISHMLNNPELMRQTMELARNPAMMQEMMRNQDRALSNLESVPGGYNALRRMYTDIQEPMFTAAREQFGNNP.... Result: 0 (no interaction). (9) The protein sequence of the target gene is MESRKRKSELEHYIDKLTDPPEKQRKMAEFYNSLRMFYKRRWNATLKLPHVQGVEVNLYRLYDTVMALGGWQKVAASDKWSDIAEMFGCKDDILCGDHAIKIIYMRYLSKFEQVETIGDVDDYVDNEMSRSRGRNATSFFATNECPISNNRMVQEYQHRDERGQIINEPDYARLTKSLISGLPNEIDFAMNVCMLLSHAGPKQLRICHAPTLLTLLVAHTGVYDEDDETMADMGKEWKRTTKHNFRDFWASSGVPLDMLMTFLDREIEAEYIDEDDQFFTGVSETFNVKDSRCWRLNQVT.... Result: 0 (no interaction). The miRNA is mmu-miR-135a-5p with sequence UAUGGCUUUUUAUUCCUAUGUGA.